Dataset: TCR-epitope binding with 47,182 pairs between 192 epitopes and 23,139 TCRs. Task: Binary Classification. Given a T-cell receptor sequence (or CDR3 region) and an epitope sequence, predict whether binding occurs between them. (1) The epitope is NQKLIANQF. The TCR CDR3 sequence is CASSFGGAYEQYF. Result: 0 (the TCR does not bind to the epitope). (2) The epitope is KMKDLSPRW. The TCR CDR3 sequence is CASSFDRGDEQYF. Result: 0 (the TCR does not bind to the epitope). (3) The epitope is GTSGSPIVNR. The TCR CDR3 sequence is CASSLGPYVDTQYF. Result: 1 (the TCR binds to the epitope). (4) The epitope is ILKEPVHGV. The TCR CDR3 sequence is CASSHDQGAGLTDTQYF. Result: 0 (the TCR does not bind to the epitope). (5) The epitope is TLDSKTQSL. The TCR CDR3 sequence is CASSSPDRTREVTDTQYF. Result: 1 (the TCR binds to the epitope). (6) The epitope is YFPLQSYGF. The TCR CDR3 sequence is CASSYSNPGLVYGYTF. Result: 1 (the TCR binds to the epitope). (7) The epitope is KPLEFGATSAAL. The TCR CDR3 sequence is CASSLDPPPYEQYF. Result: 0 (the TCR does not bind to the epitope). (8) The epitope is LLALHRSYL. The TCR CDR3 sequence is CASSFSSGALSYNEQFF. Result: 0 (the TCR does not bind to the epitope).